Dataset: Forward reaction prediction with 1.9M reactions from USPTO patents (1976-2016). Task: Predict the product of the given reaction. (1) Given the reactants [F:1][C:2]1[CH:3]=[C:4]([CH:7]=[CH:8][C:9]=1[OH:10])[C:5]#[N:6].C(=O)([O-])[O-].[K+].[K+].F[C:18]1[N:28]=[CH:27][CH:26]=[C:25]([CH:29]=[CH2:30])[C:19]=1[C:20]([O:22][CH2:23][CH3:24])=[O:21], predict the reaction product. The product is: [C:5]([C:4]1[CH:7]=[CH:8][C:9]([O:10][C:18]2[N:28]=[CH:27][CH:26]=[C:25]([CH:29]=[CH2:30])[C:19]=2[C:20]([O:22][CH2:23][CH3:24])=[O:21])=[C:2]([F:1])[CH:3]=1)#[N:6]. (2) Given the reactants [CH2:1]([O:3][C:4]([C:6]1OC(C2CCN(C(OC(C)(C)C)=O)CC2)=N[C:7]=1[C:24]1[CH:29]=[CH:28][C:27]([O:30][C:31]2[CH:36]=[CH:35][CH:34]=[CH:33][CH:32]=2)=[CH:26][CH:25]=1)=[O:5])[CH3:2].[C:37]([N:40]1[CH2:45][CH2:44][N:43](C(OC(C)(C)C)=O)[CH2:42][CH2:41]1)(=[S:39])[NH2:38], predict the reaction product. The product is: [O:30]([C:27]1[CH:26]=[CH:25][C:24]([C:7]2[N:38]=[C:37]([N:40]3[CH2:41][CH2:42][NH:43][CH2:44][CH2:45]3)[S:39][C:6]=2[C:4]([O:3][CH2:1][CH3:2])=[O:5])=[CH:29][CH:28]=1)[C:31]1[CH:32]=[CH:33][CH:34]=[CH:35][CH:36]=1. (3) Given the reactants [CH2:1]([CH:3]([C:6]1[C:11]2[N:12]([CH3:16])[C:13](=O)[NH:14][C:10]=2[C:9]([O:17][CH3:18])=[CH:8][CH:7]=1)[CH2:4][CH3:5])[CH3:2].P(Cl)(Cl)([Cl:21])=O, predict the reaction product. The product is: [Cl:21][C:13]1[N:12]([CH3:16])[C:11]2[C:6]([CH:3]([CH2:4][CH3:5])[CH2:1][CH3:2])=[CH:7][CH:8]=[C:9]([O:17][CH3:18])[C:10]=2[N:14]=1. (4) Given the reactants [F:1][C:2]1[CH:17]=[CH:16][CH:15]=[CH:14][C:3]=1[CH2:4][O:5][C:6]1[CH:13]=[CH:12][C:9]([CH:10]=O)=[CH:8][CH:7]=1.Cl.[NH2:19][C@H:20]([C:22]([NH2:24])=[O:23])[CH3:21], predict the reaction product. The product is: [F:1][C:2]1[CH:17]=[CH:16][CH:15]=[CH:14][C:3]=1[CH2:4][O:5][C:6]1[CH:13]=[CH:12][C:9]([CH2:10][NH:19][C@@H:20]([CH3:21])[C:22]([NH2:24])=[O:23])=[CH:8][CH:7]=1. (5) Given the reactants [C:1]1([C@H:7]([NH:10][C:11]([C:13]2[CH:14]=[C:15]([C:22]([N:24]3[CH2:28][CH2:27][CH2:26][C@@H:25]3[CH3:29])=[O:23])[N:16]3[CH2:21][CH2:20][O:19][CH2:18][C:17]=23)=[O:12])[CH2:8][CH3:9])[CH:6]=[CH:5][CH:4]=[CH:3][CH:2]=1.[Cl:30]N1C(=O)CCC1=O, predict the reaction product. The product is: [C:1]1([C@H:7]([NH:10][C:11]([C:13]2[C:14]([Cl:30])=[C:15]([C:22]([N:24]3[CH2:28][CH2:27][CH2:26][C@@H:25]3[CH3:29])=[O:23])[N:16]3[CH2:21][CH2:20][O:19][CH2:18][C:17]=23)=[O:12])[CH2:8][CH3:9])[CH:2]=[CH:3][CH:4]=[CH:5][CH:6]=1. (6) Given the reactants C(OC([N:8]1[CH2:17][CH2:16][C:15]2[C:11](=[C:12](OS(C(F)(F)F)(=O)=O)[N:13]([CH:18]3[CH2:22][CH2:21][CH2:20][CH2:19]3)[N:14]=2)[CH2:10][CH2:9]1)=O)(C)(C)C.[Cl:31][C:32]1[CH:33]=[C:34](B(O)O)[CH:35]=[CH:36][CH:37]=1, predict the reaction product. The product is: [Cl:31][C:32]1[CH:37]=[C:36]([C:12]2[N:13]([CH:18]3[CH2:19][CH2:20][CH2:21][CH2:22]3)[N:14]=[C:15]3[C:11]=2[CH2:10][CH2:9][NH:8][CH2:17][CH2:16]3)[CH:35]=[CH:34][CH:33]=1. (7) Given the reactants [Cl:1][C:2]1[CH:7]=[CH:6][C:5](Cl)=[CH:4][C:3]=1[S:9]([NH:12][CH2:13][C:14]1[CH:15]=[C:16]([C:20]2[CH:21]=[C:22]3[C:26](=[C:27]([C:29]([NH2:31])=[O:30])[CH:28]=2)[NH:25][CH:24]=[C:23]3[CH:32]2[CH2:37][CH2:36][N:35]([S:38]([CH2:41][CH3:42])(=[O:40])=[O:39])[CH2:34][CH2:33]2)[CH:17]=[CH:18][CH:19]=1)(=[O:11])=[O:10].Cl[C:44]1C=CC(Cl)=CC=1S(Cl)(=O)=O, predict the reaction product. The product is: [Cl:1][C:2]1[CH:7]=[CH:6][CH:5]=[C:4]([CH3:44])[C:3]=1[S:9]([NH:12][CH2:13][C:14]1[CH:15]=[C:16]([C:20]2[CH:21]=[C:22]3[C:26](=[C:27]([C:29]([NH2:31])=[O:30])[CH:28]=2)[NH:25][CH:24]=[C:23]3[CH:32]2[CH2:37][CH2:36][N:35]([S:38]([CH2:41][CH3:42])(=[O:39])=[O:40])[CH2:34][CH2:33]2)[CH:17]=[CH:18][CH:19]=1)(=[O:11])=[O:10].